Dataset: Full USPTO retrosynthesis dataset with 1.9M reactions from patents (1976-2016). Task: Predict the reactants needed to synthesize the given product. (1) Given the product [C:24]([C:27]1[CH:28]=[C:29]([NH:33][C:34]([NH:15][CH2:14][CH2:13][CH2:12][N:7]2[CH:6]([CH2:16][C:17]3[CH:18]=[CH:19][C:20]([F:23])=[CH:21][CH:22]=3)[CH2:5][C:4]3[C:9](=[CH:10][CH:11]=[C:2]([F:1])[CH:3]=3)[CH2:8]2)=[O:35])[CH:30]=[CH:31][CH:32]=1)(=[O:26])[CH3:25], predict the reactants needed to synthesize it. The reactants are: [F:1][C:2]1[CH:3]=[C:4]2[C:9](=[CH:10][CH:11]=1)[CH2:8][N:7]([CH2:12][CH2:13][CH2:14][NH2:15])[CH:6]([CH2:16][C:17]1[CH:22]=[CH:21][C:20]([F:23])=[CH:19][CH:18]=1)[CH2:5]2.[C:24]([C:27]1[CH:28]=[C:29]([N:33]=[C:34]=[O:35])[CH:30]=[CH:31][CH:32]=1)(=[O:26])[CH3:25]. (2) The reactants are: [CH:1]([C:4]1[CH:9]=[C:8]([O:10][CH3:11])[C:7]([C:12]2[N:13]=[CH:14][S:15][CH:16]=2)=[CH:6][C:5]=1[OH:17])([CH3:3])[CH3:2].Br[CH2:19][C:20]#[N:21].C([O-])([O-])=O.[K+].[K+]. Given the product [CH:1]([C:4]1[CH:9]=[C:8]([O:10][CH3:11])[C:7]([C:12]2[N:13]=[CH:14][S:15][CH:16]=2)=[CH:6][C:5]=1[O:17][CH2:19][C:20]#[N:21])([CH3:3])[CH3:2], predict the reactants needed to synthesize it. (3) Given the product [CH3:41][C:42]1[N:43]=[C:44]([N:50]2[CH2:54][C@@H:53]([CH3:55])[N:52]([CH2:56][C:57]3[CH:62]=[CH:61][C:60]([C:63]([F:64])([F:66])[F:65])=[CH:59][CH:58]=3)[C:51]2=[O:67])[S:45][C:46]=1[C:47]([NH:16][CH2:15][C:10]1[CH:11]=[CH:12][CH:13]=[CH:14][N:9]=1)=[O:48], predict the reactants needed to synthesize it. The reactants are: N1C=CC=C(CN)C=1.[N:9]1[CH:14]=[CH:13][CH:12]=[CH:11][C:10]=1[CH2:15][NH2:16].FC1C=CC(CN2[C@@H](C)CN(C3SC(C(O)=O)=C(C)N=3)C2=O)=CC=1.[CH3:41][C:42]1[N:43]=[C:44]([N:50]2[CH2:54][C@@H:53]([CH3:55])[N:52]([CH2:56][C:57]3[CH:62]=[CH:61][C:60]([C:63]([F:66])([F:65])[F:64])=[CH:59][CH:58]=3)[C:51]2=[O:67])[S:45][C:46]=1[C:47](O)=[O:48]. (4) Given the product [Cl:1][C:2]1[CH:3]=[CH:4][C:5]([C:8]2[C:14]3[CH:15]=[C:16]([C:19]4[CH:20]=[CH:21][C:22]([CH2:25][N:37]5[CH2:41][CH2:40][CH2:39][CH2:38]5)=[CH:23][CH:24]=4)[CH:17]=[CH:18][C:13]=3[N:12]3[C:27]([CH3:30])=[N:28][N:29]=[C:11]3[C@H:10]([CH2:31][C:32]([NH:34][CH2:35][CH3:36])=[O:33])[N:9]=2)=[CH:6][CH:7]=1, predict the reactants needed to synthesize it. The reactants are: [Cl:1][C:2]1[CH:7]=[CH:6][C:5]([C:8]2[C:14]3[CH:15]=[C:16]([C:19]4[CH:24]=[CH:23][C:22]([CH:25]=O)=[CH:21][CH:20]=4)[CH:17]=[CH:18][C:13]=3[N:12]3[C:27]([CH3:30])=[N:28][N:29]=[C:11]3[C@H:10]([CH2:31][C:32]([NH:34][CH2:35][CH3:36])=[O:33])[N:9]=2)=[CH:4][CH:3]=1.[NH:37]1[CH2:41][CH2:40][CH2:39][CH2:38]1.C(O[BH-](OC(=O)C)OC(=O)C)(=O)C.[Na+].C(=O)([O-])O.[Na+]. (5) Given the product [C:14]1([S:20]([C:23](=[CH:9][C:8]2[CH:11]=[CH:12][C:5]([O:4][CH2:3][C:2]([CH3:1])=[CH2:13])=[CH:6][CH:7]=2)[C:24]#[N:25])(=[O:21])=[O:22])[CH:15]=[CH:16][CH:17]=[CH:18][CH:19]=1, predict the reactants needed to synthesize it. The reactants are: [CH3:1][C:2](=[CH2:13])[CH2:3][O:4][C:5]1[CH:12]=[CH:11][C:8]([CH:9]=O)=[CH:7][CH:6]=1.[C:14]1([S:20]([CH2:23][C:24]#[N:25])(=[O:22])=[O:21])[CH:19]=[CH:18][CH:17]=[CH:16][CH:15]=1.N1CCCCC1.